From a dataset of Forward reaction prediction with 1.9M reactions from USPTO patents (1976-2016). Predict the product of the given reaction. Given the reactants [NH:1]1[C:9]2[C:4](=[CH:5][C:6]([NH2:10])=[CH:7][CH:8]=2)[CH:3]=[N:2]1.Br[CH:12]([CH2:18][CH2:19][CH2:20][CH3:21])[C:13]([O:15][CH2:16][CH3:17])=[O:14], predict the reaction product. The product is: [CH2:16]([O:15][C:13](=[O:14])[CH:12]([NH:10][C:6]1[CH:5]=[C:4]2[C:9](=[CH:8][CH:7]=1)[NH:1][N:2]=[CH:3]2)[CH2:18][CH2:19][CH2:20][CH3:21])[CH3:17].